This data is from Forward reaction prediction with 1.9M reactions from USPTO patents (1976-2016). The task is: Predict the product of the given reaction. (1) Given the reactants [CH2:1]([O:8][C:9]([N:11]1[CH2:23][CH2:22][C:14]2[N:15]=[C:16]([S:20][CH3:21])[N:17]=[C:18](Cl)[C:13]=2[CH2:12]1)=[O:10])[C:2]1[CH:7]=[CH:6][CH:5]=[CH:4][CH:3]=1.[CH:24]1([C:27]2[NH:31][N:30]=[C:29]([NH2:32])[CH:28]=2)[CH2:26][CH2:25]1.C(N(CC)CC)C, predict the reaction product. The product is: [CH2:1]([O:8][C:9]([N:11]1[CH2:23][CH2:22][C:14]2[N:15]=[C:16]([S:20][CH3:21])[N:17]=[C:18]([NH:32][C:29]3[CH:28]=[C:27]([CH:24]4[CH2:26][CH2:25]4)[NH:31][N:30]=3)[C:13]=2[CH2:12]1)=[O:10])[C:2]1[CH:7]=[CH:6][CH:5]=[CH:4][CH:3]=1. (2) Given the reactants [Cl:1][C:2]1[N:7]=[CH:6][C:5]2[CH:8]=[N:9][NH:10][C:4]=2[CH:3]=1.Br[C:12]1[N:17]=[C:16]([N:18]2[CH:23]([CH3:24])[CH2:22][CH2:21][CH:20]([NH:25][C:26](=[O:32])[O:27][C:28]([CH3:31])([CH3:30])[CH3:29])[CH2:19]2)[CH:15]=[CH:14][CH:13]=1.CC1(C)C2C(=C(P(C3C=CC=CC=3)C3C=CC=CC=3)C=CC=2)OC2C(P(C3C=CC=CC=3)C3C=CC=CC=3)=CC=CC1=2.CC(C)([O-])C.[Na+], predict the reaction product. The product is: [Cl:1][C:2]1[N:7]=[CH:6][C:5]2[CH:8]=[N:9][N:10]([C:12]3[N:17]=[C:16]([N:18]4[CH:23]([CH3:24])[CH2:22][CH2:21][CH:20]([NH:25][C:26](=[O:32])[O:27][C:28]([CH3:31])([CH3:30])[CH3:29])[CH2:19]4)[CH:15]=[CH:14][CH:13]=3)[C:4]=2[CH:3]=1.